This data is from Full USPTO retrosynthesis dataset with 1.9M reactions from patents (1976-2016). The task is: Predict the reactants needed to synthesize the given product. (1) Given the product [CH:1]1([CH2:6][CH:7]([C:17]2[CH:18]=[CH:19][C:20]([C:23]([OH:28])([CH:25]([CH3:26])[CH3:27])[CH3:24])=[CH:21][CH:22]=2)[C:8]2[NH:16][C:11]3=[N:12][CH:13]=[CH:14][CH:15]=[C:10]3[CH:9]=2)[CH2:5][CH2:4][CH2:3][CH2:2]1, predict the reactants needed to synthesize it. The reactants are: [CH:1]1([CH:6]=[C:7]([C:17]2[CH:22]=[CH:21][C:20]([C:23]([OH:28])([CH:25]([CH3:27])[CH3:26])[CH3:24])=[CH:19][CH:18]=2)[C:8]2[NH:16][C:11]3=[N:12][CH:13]=[CH:14][CH:15]=[C:10]3[CH:9]=2)[CH2:5][CH2:4][CH2:3][CH2:2]1. (2) Given the product [Cl:1][C:2]1[C:3]2[NH:10][CH:9]=[C:8]([C@@H:11]3[N:12]([C:20]([O:22][C:23]([CH3:26])([CH3:25])[CH3:24])=[O:21])[C@H:13]([CH2:18][OH:19])[C@H:14]4[O:17][C:28]([CH3:33])([CH3:29])[O:16][C@@H:15]34)[C:4]=2[N:5]=[CH:6][N:7]=1, predict the reactants needed to synthesize it. The reactants are: [Cl:1][C:2]1[C:3]2[NH:10][CH:9]=[C:8]([C@H:11]3[C@H:15]([OH:16])[C@H:14]([OH:17])[C@@H:13]([CH2:18][OH:19])[N:12]3[C:20]([O:22][C:23]([CH3:26])([CH3:25])[CH3:24])=[O:21])[C:4]=2[N:5]=[CH:6][N:7]=1.O.[C:28]1(C)[CH:33]=CC(S(O)(=O)=O)=C[CH:29]=1.CCN(CC)CC. (3) The reactants are: [O:1]1[C:5]2[CH:6]=[CH:7][C:8]([CH2:10][C:11]([OH:13])=[O:12])=[CH:9][C:4]=2[CH2:3][CH2:2]1.BrN1C(=O)CCC1=O. Given the product [O:1]1[C:5]2[CH:6]=[CH:7][C:8]([CH2:10][C:11]([OH:13])=[O:12])=[CH:9][C:4]=2[CH:3]=[CH:2]1, predict the reactants needed to synthesize it. (4) Given the product [C:34]([O:1][CH:2]([C:16]1[CH:21]=[CH:20][CH:19]=[C:18]([O:22][CH2:23][C:24](=[O:26])[NH2:25])[CH:17]=1)[CH:3]([C:10]1[CH:15]=[CH:14][CH:13]=[CH:12][CH:11]=1)[CH:4]1[S:9][CH2:8][CH2:7][CH2:6][S:5]1)(=[O:36])[CH3:35], predict the reactants needed to synthesize it. The reactants are: [OH:1][CH:2]([C:16]1[CH:21]=[CH:20][CH:19]=[C:18]([O:22][CH2:23][C:24](=[O:26])[NH2:25])[CH:17]=1)[CH:3]([C:10]1[CH:15]=[CH:14][CH:13]=[CH:12][CH:11]=1)[CH:4]1[S:9][CH2:8][CH2:7][CH2:6][S:5]1.C(N(CC)CC)C.[C:34](OC(=O)C)(=[O:36])[CH3:35]. (5) Given the product [Cl:1][C:2]1[CH:7]=[CH:6][C:5]([C:8]2[C:14]3[CH:15]=[CH:19][CH:30]=[CH:31][C:13]=3[N:12]3[C:20]([CH3:23])=[N:21][N:22]=[C:11]3[C:10]3([CH2:24][CH2:25]3)[N:9]=2)=[CH:4][CH:3]=1, predict the reactants needed to synthesize it. The reactants are: [Cl:1][C:2]1[CH:7]=[CH:6][C:5]([C:8]2[C:14]3[C:15]([CH3:19])=C(C)S[C:13]=3[N:12]3[C:20]([CH3:23])=[N:21][N:22]=[C:11]3[C@@:10]3([CH2:25][C@H:24]3COC)[N:9]=2)=[CH:4][CH:3]=1.Cl[C:30]1C=CC(C2C3C=CC=CC=3NC(=O)C3(N=2)CC3)=C[CH:31]=1. (6) The reactants are: [F:1][C:2]1[CH:3]=[C:4]([CH2:9][C:10]([NH:12][C@@H:13]([CH2:18][CH2:19][CH3:20])[C:14]([O:16]C)=O)=[O:11])[CH:5]=[C:6]([F:8])[CH:7]=1.[NH2:21][C:22]1[CH:30]=[CH:29][C:25]([C:26]([NH2:28])=[O:27])=[CH:24][N:23]=1.C[Al](C)C. Given the product [F:8][C:6]1[CH:5]=[C:4]([CH2:9][C:10]([NH:12][CH:13]([CH2:18][CH2:19][CH3:20])[C:14]([NH:21][C:22]2[CH:30]=[CH:29][C:25]([C:26]([NH2:28])=[O:27])=[CH:24][N:23]=2)=[O:16])=[O:11])[CH:3]=[C:2]([F:1])[CH:7]=1, predict the reactants needed to synthesize it. (7) The reactants are: [CH2:1]=[CH:2][C:3](=[O:7])[CH2:4][CH2:5][CH3:6].[N+:8]([CH3:11])([O-:10])=[O:9]. Given the product [N+:8]([CH2:11][CH2:1][CH2:2][C:3](=[O:7])[CH2:4][CH2:5][CH3:6])([O-:10])=[O:9], predict the reactants needed to synthesize it.